Dataset: Forward reaction prediction with 1.9M reactions from USPTO patents (1976-2016). Task: Predict the product of the given reaction. (1) Given the reactants OB(O)[C:3]1[CH:11]=[CH:10][C:6]([C:7]([OH:9])=[O:8])=[CH:5][CH:4]=1.[C:13]([N:16]1[C:25]2[C:20](=[CH:21][C:22](Br)=[CH:23][CH:24]=2)[C@H:19]([NH:27][C:28]2[CH:33]=[CH:32][CH:31]=[CH:30][CH:29]=2)[CH2:18][C@@H:17]1[CH2:34][CH2:35][CH3:36])(=[O:15])[CH3:14].C(=O)([O-])[O-].[K+].[K+], predict the reaction product. The product is: [C:13]([N:16]1[C:25]2[C:20](=[CH:21][C:22]([C:3]3[CH:11]=[CH:10][C:6]([C:7]([OH:9])=[O:8])=[CH:5][CH:4]=3)=[CH:23][CH:24]=2)[C@H:19]([NH:27][C:28]2[CH:33]=[CH:32][CH:31]=[CH:30][CH:29]=2)[CH2:18][C@@H:17]1[CH2:34][CH2:35][CH3:36])(=[O:15])[CH3:14]. (2) The product is: [CH3:32][O:31][C:29](=[O:30])[NH:21][C:16]1[CH:17]=[C:18]2[C:13](=[CH:14][CH:15]=1)[N:12]=[C:11]([NH:10][C@H:1]1[C:9]3[C:4](=[CH:5][CH:6]=[CH:7][CH:8]=3)[CH2:3][CH2:2]1)[CH:20]=[CH:19]2. Given the reactants [C@H:1]1([NH:10][C:11]2[CH:20]=[CH:19][C:18]3[C:13](=[CH:14][CH:15]=[C:16]([NH2:21])[CH:17]=3)[N:12]=2)[C:9]2[C:4](=[CH:5][CH:6]=[CH:7][CH:8]=2)[CH2:3][CH2:2]1.N1C=CC=CC=1.Cl[C:29]([O:31][C:32]1C=CC([N+]([O-])=O)=CC=1)=[O:30], predict the reaction product. (3) Given the reactants [NH2:1][CH2:2][CH:3]1[C:7]2[CH:8]=[C:9]([C:12]3[C:20]4[C:15](=[CH:16][C:17]([F:21])=[CH:18][CH:19]=4)[NH:14][CH:13]=3)[CH:10]=[CH:11][C:6]=2[S:5](=[O:23])(=[O:22])[N:4]1[C:24]([CH3:27])([CH3:26])[CH3:25].CCN(C(C)C)C(C)C.[CH3:37][S:38](Cl)(=[O:40])=[O:39], predict the reaction product. The product is: [C:24]([N:4]1[CH:3]([CH2:2][NH:1][S:38]([CH3:37])(=[O:40])=[O:39])[C:7]2[CH:8]=[C:9]([C:12]3[C:20]4[C:15](=[CH:16][C:17]([F:21])=[CH:18][CH:19]=4)[NH:14][CH:13]=3)[CH:10]=[CH:11][C:6]=2[S:5]1(=[O:23])=[O:22])([CH3:27])([CH3:26])[CH3:25]. (4) Given the reactants [CH:1]([NH:4][C:5]1[S:6][CH:7]=[C:8]([C:10]2[N:11]=[C:12]([O:22][CH:23]3[CH2:40][CH:39]4[N:25]([C:26](=[O:46])[N:27]([CH3:45])[CH2:28][CH2:29][CH2:30][CH2:31][CH:32]=[CH:33][CH:34]5[C:36]([C:42](O)=[O:43])([NH:37][C:38]4=[O:41])[CH2:35]5)[CH2:24]3)[C:13]3[C:18]([CH:19]=2)=[CH:17][C:16]([O:20][CH3:21])=[CH:15][CH:14]=3)[N:9]=1)([CH3:3])[CH3:2].ClC1N=C(OC2CC3N(C(=O)N(C)CCCCC=CC4C(C([NH:82][S:83]([CH:86]5[CH2:88][CH2:87]5)(=[O:85])=[O:84])=O)(NC3=O)C4)C2)C2C(C=1)=CC(OC)=CC=2, predict the reaction product. The product is: [CH:1]([NH:4][C:5]1[S:6][CH:7]=[C:8]([C:10]2[N:11]=[C:12]([O:22][CH:23]3[CH2:40][CH:39]4[N:25]([C:26](=[O:46])[N:27]([CH3:45])[CH2:28][CH2:29][CH2:30][CH2:31][CH:32]=[CH:33][CH:34]5[C:36]([C:42]([NH:82][S:83]([CH:86]6[CH2:88][CH2:87]6)(=[O:85])=[O:84])=[O:43])([NH:37][C:38]4=[O:41])[CH2:35]5)[CH2:24]3)[C:13]3[C:18]([CH:19]=2)=[CH:17][C:16]([O:20][CH3:21])=[CH:15][CH:14]=3)[N:9]=1)([CH3:3])[CH3:2]. (5) Given the reactants C([O:5][C:6](=O)[NH:7][C:8]1[C:17]2[C:12](=[CH:13][CH:14]=[CH:15][CH:16]=2)[C:11]([O:18][C:19]2[CH:24]=[CH:23][N:22]=[C:21]([S:25][CH3:26])[N:20]=2)=[CH:10][CH:9]=1)(C)(C)C.[F:28][CH:29]1COCC(C2C(C(O)=O)=CC=CC=2)N1.[Cl-].ClC1N(C)[CH2:49][CH2:48][NH+]1C.[CH:53]([NH:56][CH:57]([CH3:59])[CH3:58])([CH3:55])C.[O:60]1[CH2:65][CH2:64]OCC1, predict the reaction product. The product is: [F:28][C:29]1[CH:48]=[C:49]([CH:58]=[C:57]([N:56]2[CH2:64][CH2:65][O:60][CH2:55][CH2:53]2)[CH:59]=1)[C:6]([NH:7][C:8]1[C:17]2[C:12](=[CH:13][CH:14]=[CH:15][CH:16]=2)[C:11]([O:18][C:19]2[CH:24]=[CH:23][N:22]=[C:21]([S:25][CH3:26])[N:20]=2)=[CH:10][CH:9]=1)=[O:5]. (6) Given the reactants [CH2:1]([O:11][CH2:12][C:13]([CH2:26][O:27][CH2:28][CH2:29][CH2:30][CH2:31][CH2:32][CH2:33][CH2:34][CH2:35][CH2:36][CH3:37])([CH2:20][C:21]([N:23]([CH3:25])[CH3:24])=O)[CH2:14][C:15]([N:17]([CH3:19])[CH3:18])=O)[CH2:2][CH2:3][CH2:4][CH2:5][CH2:6][CH2:7][CH2:8][CH2:9][CH3:10].[H-].[H-].[H-].[H-].[Li+].[Al+3], predict the reaction product. The product is: [CH2:28]([O:27][CH2:26][C:13]([CH2:12][O:11][CH2:1][CH2:2][CH2:3][CH2:4][CH2:5][CH2:6][CH2:7][CH2:8][CH2:9][CH3:10])([CH2:20][CH2:21][N:23]([CH3:24])[CH3:25])[CH2:14][CH2:15][N:17]([CH3:19])[CH3:18])[CH2:29][CH2:30][CH2:31][CH2:32][CH2:33][CH2:34][CH2:35][CH2:36][CH3:37].